This data is from Full USPTO retrosynthesis dataset with 1.9M reactions from patents (1976-2016). The task is: Predict the reactants needed to synthesize the given product. (1) The reactants are: [NH:1]1[C:9]2[C:4](=[CH:5][C:6]([C:10]3[C:14]4[C:15]([NH2:19])=[N:16][CH:17]=[CH:18][C:13]=4[S:12][CH:11]=3)=[CH:7][CH:8]=2)[CH2:3][CH2:2]1.CN(C(ON1N=NC2C=CC=NC1=2)=[N+](C)C)C.F[P-](F)(F)(F)(F)F.[F:44][C:45]1[C:46]([CH3:55])=[C:47]([CH2:51][C:52](O)=[O:53])[CH:48]=[CH:49][CH:50]=1.CCN(C(C)C)C(C)C. Given the product [F:44][C:45]1[C:46]([CH3:55])=[C:47]([CH2:51][C:52]([N:1]2[C:9]3[C:4](=[CH:5][C:6]([C:10]4[C:14]5[C:15]([NH2:19])=[N:16][CH:17]=[CH:18][C:13]=5[S:12][CH:11]=4)=[CH:7][CH:8]=3)[CH2:3][CH2:2]2)=[O:53])[CH:48]=[CH:49][CH:50]=1, predict the reactants needed to synthesize it. (2) Given the product [Br:1][C:2]1[CH:10]=[C:9]2[C:5](=[CH:4][CH:3]=1)[CH2:6][C:7]1([CH2:16][CH2:15][C:14]([F:18])([F:17])[CH2:13][CH2:12]1)[C:8]2=[N:25][S:23]([C:20]([CH3:22])([CH3:21])[CH3:19])=[O:24], predict the reactants needed to synthesize it. The reactants are: [Br:1][C:2]1[CH:10]=[C:9]2[C:5]([CH2:6][C:7]3([CH2:16][CH2:15][C:14]([F:18])([F:17])[CH2:13][CH2:12]3)[C:8]2=O)=[CH:4][CH:3]=1.[CH3:19][C:20]([S:23]([NH2:25])=[O:24])([CH3:22])[CH3:21].CCOC(C)=O.C([O-])(O)=O.[Na+]. (3) The reactants are: [H-].[Li+].[Al+3].[H-].[H-].[H-].[C:7]([NH:10][CH2:11][C:12]1[CH:21]=[CH:20][C:15]([C:16](OC)=[O:17])=[CH:14][CH:13]=1)(=[O:9])[CH3:8].S([O-])([O-])(=O)=O.[Na+].[Na+]. Given the product [OH:17][CH2:16][C:15]1[CH:20]=[CH:21][C:12]([CH2:11][NH:10][C:7](=[O:9])[CH3:8])=[CH:13][CH:14]=1, predict the reactants needed to synthesize it.